This data is from hERG potassium channel inhibition data for cardiac toxicity prediction from Karim et al.. The task is: Regression/Classification. Given a drug SMILES string, predict its toxicity properties. Task type varies by dataset: regression for continuous values (e.g., LD50, hERG inhibition percentage) or binary classification for toxic/non-toxic outcomes (e.g., AMES mutagenicity, cardiotoxicity, hepatotoxicity). Dataset: herg_karim. (1) The drug is O=C1CCc2cnccc2N1CCCN1CCC(n2c(=O)[nH]c3ccccc32)CC1. The result is 0 (non-blocker). (2) The drug is Cc1ccc(Cn2c(C3CNCCO3)nc3ccccc32)cc1. The result is 1 (blocker). (3) The drug is COc1cccc2c1nc(N)n1nc(CN3CCN(c4ccc(F)cn4)C[C@H]3C)nc21. The result is 0 (non-blocker). (4) The drug is CC1CN(CCc2ccc([N+](=O)[O-])cc2)CCN1CCc1ccc([N+](=O)[O-])cc1. The result is 1 (blocker). (5) The compound is Cc1nc(N)sc1-c1ccnc(Nc2ccc(N3CCOCC3)cc2)n1. The result is 0 (non-blocker). (6) The compound is CN1CCN(c2cccc3c2C[C@H](NC(=O)c2ccc(OCC(F)(F)F)nc2)CO3)CC1. The result is 1 (blocker). (7) The molecule is Cc1nc2cc(-n3ncc(C(=O)c4cc5ccc(CN6CCC(F)(F)CC6)cc5[nH]4)c3N)ccc2[nH]1. The result is 1 (blocker). (8) The drug is O=C(CNc1cc(C(F)(F)F)nc2ccc(C(F)(F)F)cc12)NC1CN([C@H]2CC[C@@](O)(c3cncs3)CC2)C1. The result is 0 (non-blocker).